This data is from Reaction yield outcomes from USPTO patents with 853,638 reactions. The task is: Predict the reaction yield, written as a fraction of the theoretical maximum amount of product (1.0 means a 100% yield; for example, 0.34 means a 34% yield). (1) The reactants are [F:1][C:2]([F:25])([F:24])[C:3]1[CH:8]=[CH:7][CH:6]=[CH:5][C:4]=1[CH2:9][NH:10][CH:11]1[CH2:16][CH2:15][N:14]([C:17]([O:19][C:20]([CH3:23])([CH3:22])[CH3:21])=[O:18])[CH2:13][CH2:12]1.C(N(CC)CC)C.[F:33][C:34]([F:45])([F:44])[C:35](O[C:35](=[O:36])[C:34]([F:45])([F:44])[F:33])=[O:36]. The catalyst is C(Cl)Cl.CN(C)C1C=CN=CC=1. The product is [F:25][C:2]([F:24])([F:1])[C:3]1[CH:8]=[CH:7][CH:6]=[CH:5][C:4]=1[CH2:9][N:10]([C:35](=[O:36])[C:34]([F:45])([F:44])[F:33])[CH:11]1[CH2:12][CH2:13][N:14]([C:17]([O:19][C:20]([CH3:22])([CH3:21])[CH3:23])=[O:18])[CH2:15][CH2:16]1. The yield is 0.810. (2) The reactants are Cl[C:2]1[N:11]=[C:10]([N:12]([C:14]2[CH:19]=[CH:18][C:17]([O:20][CH3:21])=[CH:16][CH:15]=2)[CH3:13])[C:9]2[C:4](=[CH:5][CH:6]=[CH:7][CH:8]=2)[N:3]=1.C(N(C(C)C)CC)(C)C.[CH2:31]([NH2:36])[CH2:32][CH2:33][CH2:34][NH2:35]. The catalyst is C(O)CCC. The product is [NH2:35][CH2:34][CH2:33][CH2:32][CH2:31][NH:36][C:2]1[N:11]=[C:10]([N:12]([C:14]2[CH:19]=[CH:18][C:17]([O:20][CH3:21])=[CH:16][CH:15]=2)[CH3:13])[C:9]2[C:4](=[CH:5][CH:6]=[CH:7][CH:8]=2)[N:3]=1. The yield is 0.390. (3) The reactants are [NH:1]1[C:5]2([CH2:10][CH2:9][C:8](=[O:11])[CH2:7][CH2:6]2)[CH2:4][CH2:3][C:2]1=[O:12].[CH2:13](O)[CH2:14][OH:15]. The catalyst is C1(C)C=CC=CC=1.CC1C=CC(S(O)(=O)=O)=CC=1. The product is [O:15]1[C:8]2([CH2:9][CH2:10][C:5]3([CH2:4][CH2:3][C:2](=[O:12])[NH:1]3)[CH2:6][CH2:7]2)[O:11][CH2:13][CH2:14]1. The yield is 0.950. (4) The reactants are C(OC([N:8]1[C:16]2[C:11](=[CH:12][C:13]([C:18]#[N:19])=[CH:14][C:15]=2[Br:17])[CH:10]=[C:9]1[CH:20](OCC)[O:21]CC)=O)(C)(C)C.Cl.C(=O)([O-])[O-].[Na+].[Na+]. The catalyst is C1COCC1. The product is [Br:17][C:15]1[CH:14]=[C:13]([C:18]#[N:19])[CH:12]=[C:11]2[C:16]=1[NH:8][C:9]([CH:20]=[O:21])=[CH:10]2. The yield is 1.00.